This data is from hERG potassium channel inhibition data for cardiac toxicity prediction from Karim et al.. The task is: Regression/Classification. Given a drug SMILES string, predict its toxicity properties. Task type varies by dataset: regression for continuous values (e.g., LD50, hERG inhibition percentage) or binary classification for toxic/non-toxic outcomes (e.g., AMES mutagenicity, cardiotoxicity, hepatotoxicity). Dataset: herg_karim. (1) The compound is CN(C)C(=O)[C@@H](c1ccc(-c2ccn3ncnc3c2)cc1)[C@H](N)C(=O)N1CCC(F)(F)C1.O=C(O)C(F)(F)F. The result is 0 (non-blocker). (2) The result is 1 (blocker). The molecule is O=C(CNC(=O)c1cccc(C(F)(F)F)c1)NC1CN(C2CCC(c3c[nH]c4ccccc34)CC2)C1. (3) The drug is CC#Cc1cncc(-c2ccc3c(c2)C2(COC(N)=N2)C2(COC2)C(CC2CC2)O3)c1. The result is 1 (blocker). (4) The drug is CC(C)(C)c1cc(C(=O)N2CCN(CCCCCC(c3ccc(F)cc3)c3ccc(F)cc3)CC2)cc(C(C)(C)C)c1O. The result is 1 (blocker). (5) The compound is COC1COCCC1N[C@@H]1C[C@H]2CN(C(=O)C#CC3CC3)C[C@@]2(C(=O)N2CCc3ncc(C(F)(F)F)cc3C2)C1. The result is 0 (non-blocker). (6) The drug is Cn1cc(C2C[C@H]3C(CF)SC(N)=N[C@@]3(c3ccc(F)cc3F)CO2)cn1. The result is 0 (non-blocker). (7) The compound is CCn1cc([C@]2(c3cccc(NC(=O)c4ccc(Cl)cn4)c3)N=C(N)c3c(F)cccc32)cc(C)c1=O. The result is 1 (blocker). (8) The molecule is CCN1CC2CC2(c2ccc(NS(=O)(=O)c3ccc(C(C)C)cc3)cc2)C1. The result is 1 (blocker). (9) The drug is O=C1NCc2c(-c3ccccc3Cl)nc(NC3CN4CCC3CC4)nc2N1c1c(Cl)cccc1Cl. The result is 1 (blocker).